This data is from Catalyst prediction with 721,799 reactions and 888 catalyst types from USPTO. The task is: Predict which catalyst facilitates the given reaction. (1) Product: [NH2:19][CH2:18][CH2:17][CH2:16][CH2:15][CH2:14][CH2:13][N:9]1[CH:10]=[CH:11][N:12]=[C:8]1[C:6]1[CH:5]=[CH:4][CH:3]=[C:2]([CH3:1])[N:7]=1. Reactant: [CH3:1][C:2]1[N:7]=[C:6]([C:8]2[N:9]([CH2:13][CH2:14][CH2:15][CH2:16][CH2:17][CH2:18][N:19]3C(=O)C4=CC=CC=C4C3=O)[CH:10]=[CH:11][N:12]=2)[CH:5]=[CH:4][CH:3]=1.O.NN. The catalyst class is: 14. (2) Reactant: [CH3:1][O:2][C:3]1[CH:4]=[C:5]([C:11]2[N:12]=[C:13]([NH:23][CH2:24][CH3:25])[S:14][C:15]=2[C:16]2[CH:21]=[CH:20][N:19]=[C:18](Cl)[N:17]=2)[CH:6]=[C:7]([O:9][CH3:10])[CH:8]=1.[C:26]([N:29]1[CH2:34][CH2:33][N:32]([C:35]2[N:40]=[CH:39][C:38]([NH2:41])=[CH:37][CH:36]=2)[CH2:31][CH2:30]1)(=[O:28])[CH3:27].CC(O)C.Cl. Product: [C:26]([N:29]1[CH2:30][CH2:31][N:32]([C:35]2[N:40]=[CH:39][C:38]([NH:41][C:18]3[N:17]=[C:16]([C:15]4[S:14][C:13]([NH:23][CH2:24][CH3:25])=[N:12][C:11]=4[C:5]4[CH:4]=[C:3]([O:2][CH3:1])[CH:8]=[C:7]([O:9][CH3:10])[CH:6]=4)[CH:21]=[CH:20][N:19]=3)=[CH:37][CH:36]=2)[CH2:33][CH2:34]1)(=[O:28])[CH3:27]. The catalyst class is: 12. (3) Reactant: [Cl:1][C:2]1[N:3]=[C:4]([C:9]([NH:11][C@H:12]2[CH2:17][CH2:16][N:15](C(OC(C)(C)C)=O)[CH2:14][C@H:13]2[O:25][CH3:26])=[O:10])[NH:5][C:6]=1[CH2:7][CH3:8].Cl.C(OCC)(=O)C. Product: [ClH:1].[Cl:1][C:2]1[N:3]=[C:4]([C:9]([NH:11][C@H:12]2[CH2:17][CH2:16][NH:15][CH2:14][C@H:13]2[O:25][CH3:26])=[O:10])[NH:5][C:6]=1[CH2:7][CH3:8]. The catalyst class is: 5.